This data is from Forward reaction prediction with 1.9M reactions from USPTO patents (1976-2016). The task is: Predict the product of the given reaction. (1) Given the reactants [Li].[C:2]([O:6][C:7](=[O:26])[N:8]([CH:11]([CH3:25])[CH2:12][C:13]1[CH:24]=[CH:23][C:16]2[O:17][CH:18]([C:20](=O)[NH2:21])[O:19][C:15]=2[CH:14]=1)[CH2:9][CH3:10])([CH3:5])([CH3:4])[CH3:3], predict the reaction product. The product is: [C:2]([O:6][C:7](=[O:26])[N:8]([CH:11]([CH3:25])[CH2:12][C:13]1[CH:24]=[CH:23][C:16]2[O:17][CH:18]([CH2:20][NH2:21])[O:19][C:15]=2[CH:14]=1)[CH2:9][CH3:10])([CH3:3])([CH3:4])[CH3:5]. (2) Given the reactants [CH3:1][O:2][C:3]1[C:16]2[C:17]3[CH:18]=[CH:19][CH:20]=[CH:21][C:22]=3[S:23][C:14]3[C:15]=2[C:6]([N:7]=[C:8]2[C:13]=3[CH:12]=[CH:11][C:10]([O:24][CH3:25])=[CH:9]2)=[CH:5][CH:4]=1.[CH3:26][I:27], predict the reaction product. The product is: [I-:27].[CH3:1][O:2][C:3]1[C:16]2[C:17]3[CH:18]=[CH:19][CH:20]=[CH:21][C:22]=3[S:23][C:14]3[C:15]=2[C:6]([N+:7]([CH3:26])=[C:8]2[C:13]=3[CH:12]=[CH:11][C:10]([O:24][CH3:25])=[CH:9]2)=[CH:5][CH:4]=1. (3) Given the reactants [NH2:1][C:2]1[N:7]=[CH:6][N:5]=[C:4]2[N:8]([CH:12]([C:14]3[O:15][C:16]4[C:21]([C:22](=[O:31])[C:23]=3[C:24]3[CH:29]=[CH:28][CH:27]=[C:26]([F:30])[CH:25]=3)=[CH:20][CH:19]=[CH:18][CH:17]=4)[CH3:13])[N:9]=[C:10](I)[C:3]=12.[CH3:32][C:33]1[C:41]2[C:36](=[CH:37][C:38](B3OC(C)(C)C(C)(C)O3)=[CH:39][CH:40]=2)[NH:35][CH:34]=1.C(=O)([O-])[O-].[Na+].[Na+].ClCCl, predict the reaction product. The product is: [NH2:1][C:2]1[N:7]=[CH:6][N:5]=[C:4]2[N:8]([CH:12]([C:14]3[O:15][C:16]4[C:21]([C:22](=[O:31])[C:23]=3[C:24]3[CH:29]=[CH:28][CH:27]=[C:26]([F:30])[CH:25]=3)=[CH:20][CH:19]=[CH:18][CH:17]=4)[CH3:13])[N:9]=[C:10]([C:38]3[CH:37]=[C:36]4[C:41]([C:33]([CH3:32])=[CH:34][NH:35]4)=[CH:40][CH:39]=3)[C:3]=12. (4) Given the reactants [C:1]1([C:7]2[CH2:8][CH2:9][NH:10][CH2:11][CH:12]=2)[CH:6]=[CH:5][CH:4]=[CH:3][CH:2]=1.C1C2C(=CC=CC=2)CCN1[C:23]([Cl:25])=[O:24], predict the reaction product. The product is: [C:1]1([C:7]2[CH2:12][CH2:11][N:10]([C:23]([Cl:25])=[O:24])[CH2:9][CH:8]=2)[CH:6]=[CH:5][CH:4]=[CH:3][CH:2]=1. (5) Given the reactants [Cl:1][C:2]1[N:10]=[C:9]2[C:5]([N:6]=[CH:7][N:8]2[CH3:11])=[C:4](Cl)[N:3]=1.[NH2:13][C:14]1[CH:19]=[CH:18][CH:17]=[CH:16][CH:15]=1.C(N(CC)CC)C, predict the reaction product. The product is: [Cl:1][C:2]1[N:10]=[C:9]2[C:5]([N:6]=[CH:7][N:8]2[CH3:11])=[C:4]([NH:13][C:14]2[CH:19]=[CH:18][CH:17]=[CH:16][CH:15]=2)[N:3]=1.